Dataset: Forward reaction prediction with 1.9M reactions from USPTO patents (1976-2016). Task: Predict the product of the given reaction. The product is: [NH2:38][C:33]1[N:34]=[C:35]([CH3:37])[N:36]=[C:31]([C:26]2[C:27]([NH:1][C:2]3[CH:7]=[CH:6][C:5]([NH:8][C:9](=[O:11])[CH3:10])=[C:4]([F:12])[CH:3]=3)=[N:28][CH:29]=[C:24]([Cl:23])[CH:25]=2)[N:32]=1. Given the reactants [NH2:1][C:2]1[CH:7]=[CH:6][C:5]([NH:8][C:9](=[O:11])[CH3:10])=[C:4]([F:12])[CH:3]=1.C[Si]([N-][Si](C)(C)C)(C)C.[Li+].[Cl:23][C:24]1[CH:25]=[C:26]([C:31]2[N:36]=[C:35]([CH3:37])[N:34]=[C:33]([NH2:38])[N:32]=2)[C:27](F)=[N:28][CH:29]=1, predict the reaction product.